From a dataset of Retrosynthesis with 50K atom-mapped reactions and 10 reaction types from USPTO. Predict the reactants needed to synthesize the given product. (1) Given the product Cc1cccc(OC(c2ccc(C#N)cc2)C2CCN(C(=O)OC(C)(C)C)CC2)n1, predict the reactants needed to synthesize it. The reactants are: Cc1cccc(OC(c2ccc(Br)cc2)C2CCN(C(=O)OC(C)(C)C)CC2)n1.[C-]#N. (2) Given the product COc1ccc(-c2nn(CCC(F)(F)F)c3c(Cl)cccc23)cc1, predict the reactants needed to synthesize it. The reactants are: COc1ccc(-c2n[nH]c3c(Cl)cccc23)cc1.FC(F)(F)CCI. (3) Given the product COc1ccc(OCC(=O)[C@@H]2CCCN2C(=O)[C@@H]2CCCN2C(=O)OCC23CC4CC(CC(C4)C2)C3)cc1, predict the reactants needed to synthesize it. The reactants are: COc1ccc(OCC(O)[C@@H]2CCCN2C(=O)[C@@H]2CCCN2C(=O)OCC23CC4CC(CC(C4)C2)C3)cc1. (4) Given the product O=Cc1cnc2snnc2c1, predict the reactants needed to synthesize it. The reactants are: OCc1cnc2snnc2c1. (5) Given the product CCNc1ccc2nc(S)sc2c1, predict the reactants needed to synthesize it. The reactants are: CC=O.Nc1ccc2nc(S)sc2c1.